This data is from Catalyst prediction with 721,799 reactions and 888 catalyst types from USPTO. The task is: Predict which catalyst facilitates the given reaction. Reactant: [CH3:1][CH2:2][N:3]([CH2:6][CH2:7][NH:8][C:9]([C:11]1[C:12]([CH3:29])=[C:13](/[CH:17]=[C:18]2/[C:19]3[CH:20]=[C:21]([F:28])[CH:22]=[CH:23][C:24]=3[NH:25][C:26]/2=[O:27])[NH:14][C:15]=1[CH3:16])=[O:10])[CH2:4][CH3:5].[C:30]([OH:39])(=[O:38])[C@@H:31]([C@H:33]([C:35]([OH:37])=[O:36])[OH:34])[OH:32]. Product: [CH3:1][CH2:2][N:3]([CH2:6][CH2:7][NH:8][C:9]([C:11]1[C:12]([CH3:29])=[C:13](/[CH:17]=[C:18]2/[C:19]3[CH:20]=[C:21]([F:28])[CH:22]=[CH:23][C:24]=3[NH:25][C:26]/2=[O:27])[NH:14][C:15]=1[CH3:16])=[O:10])[CH2:4][CH3:5].[C:30]([O-:39])(=[O:38])[C@@H:31]([C@H:33]([C:35]([O-:37])=[O:36])[OH:34])[OH:32]. The catalyst class is: 8.